Dataset: Catalyst prediction with 721,799 reactions and 888 catalyst types from USPTO. Task: Predict which catalyst facilitates the given reaction. (1) Reactant: [Cl:1][C:2]1[CH:11]=[C:10]2[C:5]([CH:6]=[CH:7][N:8]=[CH:9]2)=[CH:4][C:3]=1[F:12].ClC1C=CC=C(C(OO)=[O:21])C=1. Product: [Cl:1][C:2]1[CH:11]=[C:10]2[C:5]([CH:6]=[CH:7][N+:8]([O-:21])=[CH:9]2)=[CH:4][C:3]=1[F:12]. The catalyst class is: 4. (2) Reactant: [CH2:1]([O:3][C:4]([C:6]1[N:11]=[C:10](Br)[C:9]2[S:13][C:14]([C:16]3[CH:21]=[CH:20][CH:19]=[CH:18][CH:17]=3)=[N:15][C:8]=2[C:7]=1[OH:22])=[O:5])[CH3:2].B1([CH2:32][C:33]2[CH:38]=[CH:37][CH:36]=[CH:35][CH:34]=2)C2CCCC1CCC2.P([O-])([O-])([O-])=O.[K+].[K+].[K+].C1(P(C2CCCCC2)C2C=CC=CC=2C2C(OC)=CC=CC=2OC)CCCCC1. Product: [CH2:1]([O:3][C:4]([C:6]1[N:11]=[C:10]([CH2:32][C:33]2[CH:38]=[CH:37][CH:36]=[CH:35][CH:34]=2)[C:9]2[S:13][C:14]([C:16]3[CH:21]=[CH:20][CH:19]=[CH:18][CH:17]=3)=[N:15][C:8]=2[C:7]=1[OH:22])=[O:5])[CH3:2]. The catalyst class is: 613. (3) Reactant: [CH3:1][CH:2]([CH2:4][C@H:5]([CH2:10][NH2:11])[CH2:6][C:7]([OH:9])=[O:8])[CH3:3].C(N(CC)CC)C.C[Si](C)(C)Cl.C(=O)([O-])OC1C=CC([N+]([O-])=O)=CC=1[CH:35]([O:37][C:38](=[O:42])[CH:39]([CH3:41])[CH3:40])[CH3:36].C(O)(=O)CC(CC(O)=O)([C:49]([OH:51])=[O:50])O. Product: [C:38]([O:37][CH:35]([O:51][C:49]([NH:11][CH2:10][CH:5]([CH2:4][CH:2]([CH3:1])[CH3:3])[CH2:6][C:7]([OH:9])=[O:8])=[O:50])[CH3:36])(=[O:42])[CH:39]([CH3:40])[CH3:41]. The catalyst class is: 4. (4) Product: [Cl:8][C:7]1[C:2]([N:12]2[CH2:17][CH2:16][CH:15]([CH2:18][CH2:19][OH:20])[CH2:14][CH2:13]2)=[N:3][CH:4]=[C:5]([N+:9]([O-:11])=[O:10])[CH:6]=1. The catalyst class is: 10. Reactant: Cl[C:2]1[C:7]([Cl:8])=[CH:6][C:5]([N+:9]([O-:11])=[O:10])=[CH:4][N:3]=1.[NH:12]1[CH2:17][CH2:16][CH:15]([CH2:18][CH2:19][OH:20])[CH2:14][CH2:13]1.C(N(CC)CC)C. (5) Reactant: [H-].[Na+].[NH:3]1[C:11]2[C:6](=[CH:7][C:8]([N:12]3[CH2:17][CH2:16][N:15]([C:18]([O:20][C:21]([CH3:24])([CH3:23])[CH3:22])=[O:19])[CH2:14][CH2:13]3)=[CH:9][CH:10]=2)[CH:5]=[CH:4]1.[C:25]1([S:31][S:31][C:25]2[CH:30]=[CH:29][CH:28]=[CH:27][CH:26]=2)[CH:30]=[CH:29][CH:28]=[CH:27][CH:26]=1.O. Product: [C:21]([O:20][C:18]([N:15]1[CH2:14][CH2:13][N:12]([C:8]2[CH:7]=[C:6]3[C:11](=[CH:10][CH:9]=2)[NH:3][CH:4]=[C:5]3[S:31][C:25]2[CH:30]=[CH:29][CH:28]=[CH:27][CH:26]=2)[CH2:17][CH2:16]1)=[O:19])([CH3:24])([CH3:23])[CH3:22]. The catalyst class is: 3. (6) Reactant: [CH2:1]([O:8][C:9]1[CH:14]=[CH:13][C:12](Br)=[CH:11][CH:10]=1)[C:2]1[CH:7]=[CH:6][CH:5]=[CH:4][CH:3]=1.C([Li])CCC.CON(C)[C:24](=[O:37])[C:25]1[CH:30]=[C:29]([O:31][CH3:32])[CH:28]=[CH:27][C:26]=1[O:33][CH2:34][O:35][CH3:36]. Product: [CH2:1]([O:8][C:9]1[CH:14]=[CH:13][C:12]([C:24]([C:25]2[CH:30]=[C:29]([O:31][CH3:32])[CH:28]=[CH:27][C:26]=2[O:33][CH2:34][O:35][CH3:36])=[O:37])=[CH:11][CH:10]=1)[C:2]1[CH:7]=[CH:6][CH:5]=[CH:4][CH:3]=1. The catalyst class is: 7. (7) Product: [F:42][C@@:17]1([CH3:41])[C@H:16]([N:13]2[CH:14]=[CH:15][C:10]([NH:9][OH:8])=[N:11][C:12]2=[O:43])[O:20][C@H:19]([CH2:21][O:22][P:23]([NH:32][C@@H:33]([CH3:39])[C:34]([O:36][CH2:37][CH3:38])=[O:35])([O:25][C:26]2[CH:31]=[CH:30][CH:29]=[CH:28][CH:27]=2)=[O:24])[C@H:18]1[OH:40]. Reactant: C([O:8][NH:9][C:10]1[CH:15]=[CH:14][N:13]([C@@H:16]2[O:20][C@H:19]([CH2:21][O:22][P:23]([NH:32][C@@H:33]([CH3:39])[C:34]([O:36][CH2:37][CH3:38])=[O:35])([O:25][C:26]3[CH:31]=[CH:30][CH:29]=[CH:28][CH:27]=3)=[O:24])[C@@H:18]([OH:40])[C@:17]2([F:42])[CH3:41])[C:12](=[O:43])[N:11]=1)C1C=CC=CC=1.C1CC=CCC=1. The catalyst class is: 50. (8) Reactant: [Br:1][C:2]1[C:11]2[C:6](=[CH:7][CH:8]=[CH:9][CH:10]=2)[C:5]([C:12](=[O:16])[CH:13]=[N+]=[N-])=[CH:4][CH:3]=1.[BrH:17].C([O-])(O)=O.[Na+]. Product: [Br:17][CH2:13][C:12]([C:5]1[C:6]2[C:11](=[CH:10][CH:9]=[CH:8][CH:7]=2)[C:2]([Br:1])=[CH:3][CH:4]=1)=[O:16]. The catalyst class is: 13. (9) Reactant: [NH2:1][C:2]1[CH:3]=[C:4]2[C:9](=[CH:10][CH:11]=1)[N:8]=[CH:7][C:6]([C:12]#[N:13])=[C:5]2[NH:14][C:15]1[CH:20]=[CH:19][C:18]([F:21])=[C:17]([Cl:22])[CH:16]=1.[CH3:23][C:24]1[NH:28][N:27]=[C:26]([CH:29]=O)[CH:25]=1.[BH3-]C#N.[Na+]. Product: [Cl:22][C:17]1[CH:16]=[C:15]([NH:14][C:5]2[C:4]3[C:9](=[CH:10][CH:11]=[C:2]([NH:1][CH2:29][C:26]4[CH:25]=[C:24]([CH3:23])[NH:28][N:27]=4)[CH:3]=3)[N:8]=[CH:7][C:6]=2[C:12]#[N:13])[CH:20]=[CH:19][C:18]=1[F:21]. The catalyst class is: 14.